Dataset: Experimentally validated miRNA-target interactions with 360,000+ pairs, plus equal number of negative samples. Task: Binary Classification. Given a miRNA mature sequence and a target amino acid sequence, predict their likelihood of interaction. (1) The miRNA is hsa-miR-5706 with sequence UUCUGGAUAACAUGCUGAAGCU. The protein sequence of the target gene is MAAVRVLVASRLAAASAFTSLSPGGRTPSQRAALHLSVPRPAARVALVLSGCGVYDGTEIHEASAILVHLSRGGAEVQIFAPDVPQMHVIDHTKGQPSEGESRNVLTESARIARGKITDLANLSAANHDAAIFPGGFGAAKNLSTFAVDGKDCKVNKEVERVLKEFHQAGKPIGLCCIAPVLAAKVLRGVEVTVGHEQEEGGKWPYAGTAEAIKALGAKHCVKEVVEAHVDQKNKVVTTPAFMCETALHYIHDGIGAMVRKVLELTGK. Result: 0 (no interaction). (2) The protein sequence of the target gene is MDFSKLPKILDEDKESTFGYVHGVSGPVVTACDMAGAAMYELVRVGHSELVGEIIRLEGDMATIQVYEETSGVSVGDPVLRTGKPLSVELGPGIMGAIFDGIQRPLSDISSQTQSIYIPRGVNVSALSRDIKWDFTPCKNLRVGSHITGGDIYGIVSENSLIKHKIMLPPRNRGTVTYIAPPGNYDTSDVVLELEFEGVKEKFTMVQVWPVRQVRPVTEKLPANHPLLTGQRVLDALFPCVQGGTTAIPGAFGCGKTVISQSLSKYSNSDVIIYVGCGERGNEMSEVLRDFPELTMEVDG.... The miRNA is hsa-miR-4739 with sequence AAGGGAGGAGGAGCGGAGGGGCCCU. Result: 1 (interaction). (3) The miRNA is hsa-miR-6515-5p with sequence UUGGAGGGUGUGGAAGACAUC. Result: 1 (interaction). The protein sequence of the target gene is MLEEAGEVLENMLKASCLPLGFIVFLPAVLLLVAPPLPAADAAHEFTVYRMQQYDLQGQPYGTRNAVLNTEARTMAAEVLSRRCVLMRLLDFSYEQYQKALRQSAGAVVIILPRAMAAVPQDVVRQFMEIEPEMLAMETAVPVYFAVEDEALLSIYKQTQAASASQGSASAAEVLLRTATANGFQMVTSGVQSKAVSDWLIASVEGRLTGLGGEDLPTIVIVAHYDAFGVAPWLSLGADSNGSGVSVLLELARLFSRLYTYKRTHAAYNLLFFASGGGKFNYQGTKRWLEDNLDHTDSSL.... (4) The miRNA is hsa-miR-4693-3p with sequence UGAGAGUGGAAUUCACAGUAUUU. The protein sequence of the target gene is MSGEPGQTSVAPPPEEVEPGSGVRIVVEYCEPCGFEATYLELASAVKEQYPGIEIESRLGGTGAFEIEINGQLVFSKLENGGFPYEKDLIEAIRRASNGETLEKITNSRPPCVIL. Result: 0 (no interaction). (5) The miRNA is mmu-miR-7028-3p with sequence CCUUCUCUUCCCCCUCGGCCAG. The protein sequence of the target gene is MSPWLKWHGPAMARLWGLCLLVLGFWRASLACPTSCKCSSARIWCTEPSPGIVAFPRLEPNSVDPENITEILIANQKRLEIINEDDVEAYVGLRNLTIVDSGLKFVAYKAFLKNSNLRHINFTRNKLTSLSRRHFRHLDLSDLILTGNPFTCSCDIMWLKTLQETKSSPDTQDLYCLNESSKNMPLANLQIPNCGLPSARLAAPNLTVEEGKSVTLSCSVGGDPLPTLYWDVGNLVSKHMNETSHTQGSLRITNISSDDSGKQISCVAENLVGEDQDSVNLTVHFAPTITFLESPTSDHH.... Result: 0 (no interaction).